This data is from Peptide-MHC class I binding affinity with 185,985 pairs from IEDB/IMGT. The task is: Regression. Given a peptide amino acid sequence and an MHC pseudo amino acid sequence, predict their binding affinity value. This is MHC class I binding data. (1) The peptide sequence is KDVWEQWW. The MHC is Mamu-B52 with pseudo-sequence Mamu-B52. The binding affinity (normalized) is 0.429. (2) The peptide sequence is SGFAFVNA. The MHC is H-2-Db with pseudo-sequence H-2-Db. The binding affinity (normalized) is 0. (3) The peptide sequence is QTRSKAGLLV. The MHC is HLA-A02:02 with pseudo-sequence HLA-A02:02. The binding affinity (normalized) is 0. (4) The peptide sequence is FYSRIRELRY. The MHC is H-2-Kd with pseudo-sequence H-2-Kd. The binding affinity (normalized) is 0.259. (5) The peptide sequence is GGPIYRRV. The MHC is Mamu-A01 with pseudo-sequence Mamu-A01. The binding affinity (normalized) is 0.103. (6) The binding affinity (normalized) is 0.114. The peptide sequence is DIDLLFNEK. The MHC is HLA-A03:01 with pseudo-sequence HLA-A03:01. (7) The peptide sequence is SIIPSGPLK. The MHC is HLA-A33:01 with pseudo-sequence HLA-A33:01. The binding affinity (normalized) is 0.